From a dataset of Reaction yield outcomes from USPTO patents with 853,638 reactions. Predict the reaction yield, written as a fraction of the theoretical maximum amount of product (1.0 means a 100% yield; for example, 0.34 means a 34% yield). The reactants are [C:1]([C:4]1([C:7]2[CH:43]=[CH:42][CH:41]=[CH:40][C:8]=2[CH2:9][CH2:10][C:11]2[C:16]([C:17]([F:20])([F:19])[F:18])=[CH:15][N:14]=[C:13]([NH:21][C:22]3[CH:23]=[N:24][N:25]([CH:27]4[CH2:32][CH2:31][N:30](C(OC(C)(C)C)=O)[CH2:29][CH2:28]4)[CH:26]=3)[N:12]=2)[CH2:6][CH2:5]1)(=[O:3])[NH2:2].C(O)(C(F)(F)F)=O. The catalyst is C(Cl)Cl. The product is [NH:30]1[CH2:29][CH2:28][CH:27]([N:25]2[CH:26]=[C:22]([NH:21][C:13]3[N:12]=[C:11]([CH2:10][CH2:9][C:8]4[CH:40]=[CH:41][CH:42]=[CH:43][C:7]=4[C:4]4([C:1]([NH2:2])=[O:3])[CH2:5][CH2:6]4)[C:16]([C:17]([F:18])([F:20])[F:19])=[CH:15][N:14]=3)[CH:23]=[N:24]2)[CH2:32][CH2:31]1. The yield is 0.640.